Task: Predict the reaction yield, written as a fraction of the theoretical maximum amount of product (1.0 means a 100% yield; for example, 0.34 means a 34% yield).. Dataset: Reaction yield outcomes from USPTO patents with 853,638 reactions (1) The reactants are [Br:1][C:2]1[CH:6]=[C:5]([NH:7][CH2:8][CH:9]2[O:13][CH2:12][CH2:11][O:10]2)[S:4][C:3]=1[C:14]#[N:15].[H-].[Na+].[CH2:18](I)[CH2:19][CH3:20]. The catalyst is CN(C=O)C. The product is [Br:1][C:2]1[CH:6]=[C:5]([N:7]([CH2:8][CH:9]2[O:13][CH2:12][CH2:11][O:10]2)[CH2:18][CH2:19][CH3:20])[S:4][C:3]=1[C:14]#[N:15]. The yield is 0.870. (2) The yield is 0.909. The catalyst is C1C=CC(/C=C/C(/C=C/C2C=CC=CC=2)=O)=CC=1.C1C=CC(/C=C/C(/C=C/C2C=CC=CC=2)=O)=CC=1.C1C=CC(/C=C/C(/C=C/C2C=CC=CC=2)=O)=CC=1.[Pd].[Pd].C1(P(C2CCCCC2)C2C=CC=CC=2C2C(OC)=CC=CC=2OC)CCCCC1.O. The product is [C:1]1([C:11]2[CH:16]=[C:15]([CH2:17][CH3:18])[C:14]([C:28]3[CH:33]=[CH:32][CH:31]=[CH:30][CH:29]=3)=[CH:13][N:12]=2)[CH:6]=[CH:5][CH:4]=[CH:3][CH:2]=1. The reactants are [C:1]1(B(O)O)[CH:6]=[CH:5][CH:4]=[CH:3][CH:2]=1.Cl[C:11]1[CH:16]=[C:15]([CH2:17][CH3:18])[C:14](I)=[CH:13][N:12]=1.[O-]P([O-])([O-])=O.[K+].[K+].[K+].[C:28]1(C)[CH:33]=[CH:32][CH:31]=[CH:30][CH:29]=1. (3) The reactants are Br[C:2]1[N:6]=[CH:5][N:4]([C:7]2[CH:12]=[CH:11][C:10]([O:13][C:14]([F:17])([F:16])[F:15])=[CH:9][CH:8]=2)[N:3]=1.CC1(C)C(C)(C)OB([C:26]2[CH:43]=[CH:42][C:29]([CH2:30][NH:31][C:32](=[O:41])[O:33][CH2:34][C:35]3[CH:40]=[CH:39][CH:38]=[CH:37][CH:36]=3)=[CH:28][CH:27]=2)O1.P([O-])([O-])([O-])=O.[K+].[K+].[K+].O1CCOCC1. The catalyst is [Cl-].[Na+].O.O. The product is [F:15][C:14]([F:17])([F:16])[O:13][C:10]1[CH:11]=[CH:12][C:7]([N:4]2[CH:5]=[N:6][C:2]([C:26]3[CH:43]=[CH:42][C:29]([CH2:30][NH:31][C:32](=[O:41])[O:33][CH2:34][C:35]4[CH:36]=[CH:37][CH:38]=[CH:39][CH:40]=4)=[CH:28][CH:27]=3)=[N:3]2)=[CH:8][CH:9]=1. The yield is 0.560. (4) The reactants are [OH-].[Li+].C[O:4][C:5]([C:7]1[CH:24]=[CH:23][C:10]2[N:11]=[C:12]([C:14]3[CH:19]=[CH:18][CH:17]=[C:16]([N+:20]([O-:22])=[O:21])[CH:15]=3)[O:13][C:9]=2[CH:8]=1)=[O:6].Cl. The catalyst is O.C1COCC1. The product is [N+:20]([C:16]1[CH:15]=[C:14]([C:12]2[O:13][C:9]3[CH:8]=[C:7]([C:5]([OH:6])=[O:4])[CH:24]=[CH:23][C:10]=3[N:11]=2)[CH:19]=[CH:18][CH:17]=1)([O-:22])=[O:21]. The yield is 0.920. (5) The reactants are [F:1][C:2]([F:9])([F:8])[CH2:3][CH2:4][C:5](O)=[O:6].F[P-](F)(F)(F)(F)F.N1(O[P+](N2CCCC2)(N2CCCC2)N2CCCC2)C2C=CC=CC=2N=N1.[F:43][C:44]1[CH:49]=[CH:48][C:47]([C@:50]([C:59]2[CH:64]=[C:63]([O:65][C:66]([F:71])([F:70])[CH:67]([F:69])[F:68])[CH:62]=[C:61]([F:72])[CH:60]=2)([NH2:58])[CH2:51][C:52]2[CH:57]=[CH:56][CH:55]=[CH:54][CH:53]=2)=[CH:46][C:45]=1[O:73][CH:74]([CH3:76])[CH3:75].CN1CCOCC1. The catalyst is C(Cl)Cl.CCOC(C)=O. The product is [F:1][C:2]([F:9])([F:8])[CH2:3][CH2:4][C:5]([NH:58][C@:50]([C:47]1[CH:48]=[CH:49][C:44]([F:43])=[C:45]([O:73][CH:74]([CH3:76])[CH3:75])[CH:46]=1)([C:59]1[CH:64]=[C:63]([O:65][C:66]([F:71])([F:70])[CH:67]([F:69])[F:68])[CH:62]=[C:61]([F:72])[CH:60]=1)[CH2:51][C:52]1[CH:57]=[CH:56][CH:55]=[CH:54][CH:53]=1)=[O:6]. The yield is 0.550.